From a dataset of Full USPTO retrosynthesis dataset with 1.9M reactions from patents (1976-2016). Predict the reactants needed to synthesize the given product. (1) Given the product [NH2:2][C:5]1[CH:10]=[CH:9][C:8]([N:11]2[CH2:16][CH2:15][CH2:14][CH2:13][C:12]2=[O:17])=[CH:7][CH:6]=1, predict the reactants needed to synthesize it. The reactants are: O.[N+:2]([C:5]1[CH:10]=[CH:9][C:8]([N:11]2[CH:16]=[CH:15][CH:14]=[CH:13][C:12]2=[O:17])=[CH:7][CH:6]=1)([O-])=O. (2) Given the product [CH3:23][C:2]1[C:7]([N+:8]([O-:10])=[O:9])=[CH:6][N:5]=[C:4]2[N:11]([S:14]([C:17]3[CH:22]=[CH:21][CH:20]=[CH:19][CH:18]=3)(=[O:16])=[O:15])[CH:12]=[CH:13][C:3]=12, predict the reactants needed to synthesize it. The reactants are: Cl[C:2]1[C:7]([N+:8]([O-:10])=[O:9])=[CH:6][N:5]=[C:4]2[N:11]([S:14]([C:17]3[CH:22]=[CH:21][CH:20]=[CH:19][CH:18]=3)(=[O:16])=[O:15])[CH:12]=[CH:13][C:3]=12.[CH3:23][Al](C)C.C1(C)C=CC=CC=1.